From a dataset of Reaction yield outcomes from USPTO patents with 853,638 reactions. Predict the reaction yield, written as a fraction of the theoretical maximum amount of product (1.0 means a 100% yield; for example, 0.34 means a 34% yield). (1) The reactants are [F:1][C:2]([F:12])([F:11])[C:3]1[C:4](=O)[NH:5][C:6](=O)[NH:7][CH:8]=1.P(Cl)(Cl)([Cl:15])=O.P(=O)(O)(O)O.C(N(C(C)C)CC)(C)C.[ClH:32]. The catalyst is C(OCC)C. The product is [Cl:32][C:6]1[N:5]=[C:4]([Cl:15])[C:3]([C:2]([F:12])([F:11])[F:1])=[CH:8][N:7]=1. The yield is 0.950. (2) The reactants are N1C=CC=CC=1.[NH2:7][C:8]1[C:13]2[NH:14][C:15]([C:17]3[C:18](=[O:33])[NH:19][CH:20]=[CH:21][C:22]=3[NH:23][CH2:24][C@@H:25]([OH:32])[C:26]3[CH:31]=[CH:30][CH:29]=[CH:28][CH:27]=3)=[N:16][C:12]=2[CH:11]=[CH:10][CH:9]=1.Cl[C:35]([O:37][C:38]1[CH:43]=[CH:42][C:41]([O:44][CH3:45])=[CH:40][CH:39]=1)=[O:36]. The catalyst is C1COCC1. The product is [CH3:45][O:44][C:41]1[CH:42]=[CH:43][C:38]([O:37][C:35](=[O:36])[NH:7][C:8]2[C:13]3[NH:14][C:15]([C:17]4[C:18](=[O:33])[NH:19][CH:20]=[CH:21][C:22]=4[NH:23][CH2:24][C@@H:25]([OH:32])[C:26]4[CH:27]=[CH:28][CH:29]=[CH:30][CH:31]=4)=[N:16][C:12]=3[CH:11]=[CH:10][CH:9]=2)=[CH:39][CH:40]=1. The yield is 0.330. (3) The reactants are [I:1][C:2]1[CH:3]=[C:4]([C:8](=[O:17])[CH2:9][C:10]([O:12][C:13]([CH3:16])([CH3:15])[CH3:14])=[O:11])[CH:5]=[CH:6][CH:7]=1.CCN(CC)CC.[CH3:25][CH2:26][O:27][C:28](/[C:30](/Cl)=[N:31]\O)=[O:29]. The catalyst is C(O)C. The product is [I:1][C:2]1[CH:3]=[C:4]([C:8]2[O:17][N:31]=[C:30]([C:28]([O:27][CH2:26][CH3:25])=[O:29])[C:9]=2[C:10]([O:12][C:13]([CH3:14])([CH3:16])[CH3:15])=[O:11])[CH:5]=[CH:6][CH:7]=1. The yield is 0.350. (4) The reactants are C([O:8][C:9]1[CH:14]=[CH:13][C:12]([F:15])=[CH:11][C:10]=1[C:16]1([C:19]2[CH:20]=[C:21]([NH:41][CH2:42][CH2:43][C:44]([F:47])([F:46])[F:45])[C:22]3[N:23]([C:25]([C:28]4[CH:39]=[CH:38][C:31]([C:32]([NH:34][CH:35]5[CH2:37][CH2:36]5)=[O:33])=[C:30]([CH3:40])[CH:29]=4)=[CH:26][N:27]=3)[N:24]=2)[CH2:18][CH2:17]1)C1C=CC=CC=1. The catalyst is C(O)C.[Pd]. The product is [CH:35]1([NH:34][C:32](=[O:33])[C:31]2[CH:38]=[CH:39][C:28]([C:25]3[N:23]4[N:24]=[C:19]([C:16]5([C:10]6[CH:11]=[C:12]([F:15])[CH:13]=[CH:14][C:9]=6[OH:8])[CH2:17][CH2:18]5)[CH:20]=[C:21]([NH:41][CH2:42][CH2:43][C:44]([F:47])([F:45])[F:46])[C:22]4=[N:27][CH:26]=3)=[CH:29][C:30]=2[CH3:40])[CH2:36][CH2:37]1. The yield is 0.140. (5) The catalyst is C(#N)C. The reactants are [Br:1][C:2]1[N:7]=[C:6]([C@@:8]([NH:18][C:19]([NH:21][C:22](=[O:29])[C:23]2[CH:28]=[CH:27][CH:26]=[CH:25][CH:24]=2)=S)([C@@H:10]([F:17])[C@H:11]([OH:16])[C:12]([F:15])([F:14])[F:13])[CH3:9])[C:5]([F:30])=[CH:4][CH:3]=1.CCN=C=NCCCN(C)C.Cl. The yield is 0.829. The product is [Br:1][C:2]1[N:7]=[C:6]([C@:8]2([CH3:9])[C@@H:10]([F:17])[C@@H:11]([C:12]([F:15])([F:14])[F:13])[O:16][C:19]([NH:21][C:22](=[O:29])[C:23]3[CH:28]=[CH:27][CH:26]=[CH:25][CH:24]=3)=[N:18]2)[C:5]([F:30])=[CH:4][CH:3]=1. (6) The catalyst is CO. The reactants are C[N:2](C)[CH:3]=[CH:4][C:5]([C:7]1[C:12](=[O:13])[CH:11]=[CH:10][N:9]([C:14]2[CH:19]=[CH:18][CH:17]=[C:16]([OH:20])[CH:15]=2)[N:8]=1)=O.[C:22]1([NH:28]N)[CH:27]=[CH:26][CH:25]=[CH:24][CH:23]=1. The yield is 0.650. The product is [OH:20][C:16]1[CH:15]=[C:14]([N:9]2[CH:10]=[CH:11][C:12](=[O:13])[C:7]([C:5]3[N:28]([C:22]4[CH:27]=[CH:26][CH:25]=[CH:24][CH:23]=4)[N:2]=[CH:3][CH:4]=3)=[N:8]2)[CH:19]=[CH:18][CH:17]=1.